Dataset: Reaction yield outcomes from USPTO patents with 853,638 reactions. Task: Predict the reaction yield, written as a fraction of the theoretical maximum amount of product (1.0 means a 100% yield; for example, 0.34 means a 34% yield). The reactants are [CH2:1]([O:8][C:9]([N:11]1[CH2:16][CH2:15][CH:14]([NH:17][S:18]([C:21]2[CH:26]=[CH:25][C:24]([N+:27]([O-])=O)=[CH:23][CH:22]=2)(=[O:20])=[O:19])[CH2:13][CH2:12]1)=[O:10])[C:2]1[CH:7]=[CH:6][CH:5]=[CH:4][CH:3]=1.C(O)C.[Cl-].[NH4+]. The catalyst is [Fe].O. The product is [CH2:1]([O:8][C:9]([N:11]1[CH2:16][CH2:15][CH:14]([NH:17][S:18]([C:21]2[CH:26]=[CH:25][C:24]([NH2:27])=[CH:23][CH:22]=2)(=[O:20])=[O:19])[CH2:13][CH2:12]1)=[O:10])[C:2]1[CH:7]=[CH:6][CH:5]=[CH:4][CH:3]=1. The yield is 1.00.